The task is: Predict the product of the given reaction.. This data is from Forward reaction prediction with 1.9M reactions from USPTO patents (1976-2016). (1) The product is: [CH:1]1([NH:4][C:5](=[O:32])[C:6]2[CH:11]=[CH:10][C:9]([C:12]3[N:16]4[CH:17]=[C:18]([CH2:26][CH2:27][C:28]([OH:31])([CH3:30])[CH3:29])[N:19]=[C:20]([NH:21][CH2:22][CH:23]([CH3:25])[CH3:24])[C:15]4=[N:14][CH:13]=3)=[CH:8][CH:7]=2)[CH2:2][CH2:3]1. Given the reactants [CH:1]1([NH:4][C:5](=[O:32])[C:6]2[CH:11]=[CH:10][C:9]([C:12]3[N:16]4[CH:17]=[C:18]([C:26]#[C:27][C:28]([OH:31])([CH3:30])[CH3:29])[N:19]=[C:20]([NH:21][CH2:22][CH:23]([CH3:25])[CH3:24])[C:15]4=[N:14][CH:13]=3)=[CH:8][CH:7]=2)[CH2:3][CH2:2]1, predict the reaction product. (2) Given the reactants Br[C:2]([CH3:8])([CH3:7])[C:3]([O:5][CH3:6])=[O:4].[C:9]1([OH:15])[CH:14]=[CH:13][CH:12]=[CH:11][CH:10]=1.C([O-])([O-])=O.[K+].[K+], predict the reaction product. The product is: [CH3:7][C:2]([O:15][C:9]1[CH:14]=[CH:13][CH:12]=[CH:11][CH:10]=1)([CH3:8])[C:3]([O:5][CH3:6])=[O:4]. (3) The product is: [Cl:19][C:20]1[CH:25]=[CH:24][C:23]([CH:26]([N:29]2[CH2:30][CH2:31][CH2:32][CH2:33][CH2:34]2)[CH2:27][NH:28][C:16]([C:9]2[S:8][C:7]([C:2]3[N:1]=[CH:6][CH:5]=[CH:4][N:3]=3)=[N:11][C:10]=2[C:12]([F:13])([F:14])[F:15])=[O:18])=[CH:22][CH:21]=1. Given the reactants [N:1]1[CH:6]=[CH:5][CH:4]=[N:3][C:2]=1[C:7]1[S:8][C:9]([C:16]([OH:18])=O)=[C:10]([C:12]([F:15])([F:14])[F:13])[N:11]=1.[Cl:19][C:20]1[CH:25]=[CH:24][C:23]([CH:26]([N:29]2[CH2:34][CH2:33][CH2:32][CH2:31][CH2:30]2)[CH2:27][NH2:28])=[CH:22][CH:21]=1.F[P-](F)(F)(F)(F)F.N1(O[P+](N(C)C)(N(C)C)N(C)C)C2C=CC=CC=2N=N1.CCOC(C)=O, predict the reaction product. (4) Given the reactants [Br:1][C:2]1[CH:3]=[CH:4][CH:5]=[C:6]2[C:11]=1[NH:10][C:9](=O)[CH:8]=[C:7]2[CH3:13].P(Br)(Br)([Br:16])=O, predict the reaction product. The product is: [Br:16][C:9]1[CH:8]=[C:7]([CH3:13])[C:6]2[C:11](=[C:2]([Br:1])[CH:3]=[CH:4][CH:5]=2)[N:10]=1. (5) The product is: [C:25]([CH2:24][CH2:23][N:2]([CH3:1])[CH2:3][C@H:4]1[O:8][C@@H:7]([N:9]2[C:18]3[N:17]=[CH:16][N:15]=[C:13]([NH2:14])[C:12]=3[N:11]=[C:10]2[CH3:19])[C@H:6]([OH:20])[C@@H:5]1[OH:21])([O:27][CH2:28][CH3:29])=[O:26]. Given the reactants [CH3:1][NH:2][CH2:3][C@H:4]1[O:8][C@@H:7]([N:9]2[C:18]3[N:17]=[CH:16][N:15]=[C:13]([NH2:14])[C:12]=3[N:11]=[C:10]2[CH3:19])[C@H:6]([OH:20])[C@@H:5]1[OH:21].Cl[CH2:23][CH2:24][C:25]([O:27][CH2:28][CH3:29])=[O:26].CCN(C(C)C)C(C)C, predict the reaction product. (6) Given the reactants [Br:1][C:2]1[CH:3]=[C:4]2[C:9](=[CH:10][CH:11]=1)[N:8]=[CH:7][C:6]([C:12](=[O:14])[CH3:13])=[C:5]2Cl.[CH3:16][N:17]([CH3:28])[CH2:18][CH2:19][NH:20][C:21]1[CH:26]=[CH:25][C:24]([NH2:27])=[CH:23][N:22]=1, predict the reaction product. The product is: [Br:1][C:2]1[CH:3]=[C:4]2[C:9](=[CH:10][CH:11]=1)[N:8]=[CH:7][C:6]([C:12](=[O:14])[CH3:13])=[C:5]2[NH:27][C:24]1[CH:23]=[N:22][C:21]([NH:20][CH2:19][CH2:18][N:17]([CH3:28])[CH3:16])=[CH:26][CH:25]=1. (7) Given the reactants Cl.[CH2:2]([S:9][C:10](=[NH:12])[NH2:11])[C:3]1[CH:8]=[CH:7][CH:6]=[CH:5][CH:4]=1.[F:13][C:14]1[CH:19]=[CH:18][C:17]([C:20](=O)[CH:21]([C:23]2[CH:28]=[CH:27][C:26]([S:29]([CH3:32])(=[O:31])=[O:30])=[CH:25][CH:24]=2)Br)=[CH:16][CH:15]=1.C([O-])(O)=O.[Na+], predict the reaction product. The product is: [CH2:2]([S:9][C:10]1[NH:11][C:20]([C:17]2[CH:18]=[CH:19][C:14]([F:13])=[CH:15][CH:16]=2)=[C:21]([C:23]2[CH:24]=[CH:25][C:26]([S:29]([CH3:32])(=[O:31])=[O:30])=[CH:27][CH:28]=2)[N:12]=1)[C:3]1[CH:8]=[CH:7][CH:6]=[CH:5][CH:4]=1. (8) The product is: [CH3:32][O:31][C:25]1[CH:26]=[C:27]([O:29][CH3:30])[CH:28]=[C:20]2[C:21]=1[C:22](=[O:23])[NH:24][C:1]([C:3]1[CH:8]=[CH:7][C:6]([N:9]3[CH2:14][CH2:13][CH:12]([NH:15][C:16](=[O:18])[CH3:17])[CH2:11][CH2:10]3)=[CH:5][CH:4]=1)=[N:19]2. Given the reactants [CH:1]([C:3]1[CH:8]=[CH:7][C:6]([N:9]2[CH2:14][CH2:13][CH:12]([NH:15][C:16](=[O:18])[CH3:17])[CH2:11][CH2:10]2)=[CH:5][CH:4]=1)=O.[NH2:19][C:20]1[CH:28]=[C:27]([O:29][CH3:30])[CH:26]=[C:25]([O:31][CH3:32])[C:21]=1[C:22]([NH2:24])=[O:23].CC1C=CC(S(O)(=O)=O)=CC=1.OS([O-])=O.[Na+].C([O-])(O)=O.[Na+], predict the reaction product. (9) Given the reactants [CH3:1][C:2]1([CH3:19])[C:6]([CH3:8])([CH3:7])[O:5][B:4]([C:9]2[CH:10]=[C:11]([C:15]([NH2:18])([CH3:17])[CH3:16])[CH:12]=[CH:13][CH:14]=2)[O:3]1.[CH3:20][C:21]([O:24][C:25](O[C:25]([O:24][C:21]([CH3:23])([CH3:22])[CH3:20])=[O:26])=[O:26])([CH3:23])[CH3:22].CC#N, predict the reaction product. The product is: [CH3:8][C:6]1([CH3:7])[C:2]([CH3:19])([CH3:1])[O:3][B:4]([C:9]2[CH:10]=[C:11]([C:15]([NH:18][C:25](=[O:26])[O:24][C:21]([CH3:23])([CH3:22])[CH3:20])([CH3:17])[CH3:16])[CH:12]=[CH:13][CH:14]=2)[O:5]1.